Dataset: Full USPTO retrosynthesis dataset with 1.9M reactions from patents (1976-2016). Task: Predict the reactants needed to synthesize the given product. (1) Given the product [Br:12][C:10]1[CH:9]=[CH:8][C:4]([C:5]([N:54]2[CH2:53][CH2:52][N:51]([C:44]([O:46][C:47]([CH3:50])([CH3:49])[CH3:48])=[O:45])[CH2:56][CH2:55]2)=[O:7])=[C:3]([O:2][CH3:1])[CH:11]=1, predict the reactants needed to synthesize it. The reactants are: [CH3:1][O:2][C:3]1[CH:11]=[C:10]([Br:12])[CH:9]=[CH:8][C:4]=1[C:5]([OH:7])=O.CN1CCOCC1.CN(C(ON1N=NC2C=CC=NC1=2)=[N+](C)C)C.F[P-](F)(F)(F)(F)F.[C:44]([N:51]1[CH2:56][CH2:55][NH:54][CH2:53][CH2:52]1)([O:46][C:47]([CH3:50])([CH3:49])[CH3:48])=[O:45]. (2) Given the product [CH:16]1([N:15]2[C:11]3[S:3][C:2]([C:1]([OH:5])=[O:4])=[CH:28][C:12]=3[N:13]=[C:14]2[C:22]2[CH:23]=[CH:24][CH:25]=[CH:26][CH:27]=2)[CH2:17][CH2:18][CH2:19][CH2:20][CH2:21]1, predict the reactants needed to synthesize it. The reactants are: [C:1]([O:5]C)(=[O:4])[CH2:2][SH:3].C[O-].[Na+].Cl[C:11]1[N:15]([CH:16]2[CH2:21][CH2:20][CH2:19][CH2:18][CH2:17]2)[C:14]([C:22]2[CH:27]=[CH:26][CH:25]=[CH:24][CH:23]=2)=[N:13][C:12]=1[CH:28]=O.[OH-].[Na+]. (3) Given the product [CH3:1][C:2]1[CH:7]=[CH:6][CH:5]=[C:4]([CH3:8])[C:3]=1[N:9]1[C:14]2[N:15]=[C:16]([NH:32][CH:33]([CH2:36][OH:37])[CH2:34][OH:35])[N:17]=[C:18]([C:19]3[CH:24]=[CH:23][C:22]([F:25])=[CH:21][C:20]=3[CH3:26])[C:13]=2[CH:12]=[CH:11][C:10]1=[O:31], predict the reactants needed to synthesize it. The reactants are: [CH3:1][C:2]1[CH:7]=[CH:6][CH:5]=[C:4]([CH3:8])[C:3]=1[N:9]1[C:14]2[N:15]=[C:16](S(C)(=O)=O)[N:17]=[C:18]([C:19]3[CH:24]=[CH:23][C:22]([F:25])=[CH:21][C:20]=3[CH3:26])[C:13]=2[CH:12]=[CH:11][C:10]1=[O:31].[NH2:32][CH:33]([CH2:36][OH:37])[CH2:34][OH:35].